From a dataset of Forward reaction prediction with 1.9M reactions from USPTO patents (1976-2016). Predict the product of the given reaction. (1) Given the reactants [Cl:1][C:2]1[CH:3]=[C:4]([NH:10][C:11](=[O:20])[C:12](=[O:19])[CH:13]2[CH2:18][CH2:17][CH2:16][CH2:15][CH2:14]2)[CH:5]=[CH:6][C:7]=1[C:8]#[N:9].[CH2:21]([O:24][CH:25]1[CH2:30][CH2:29][CH2:28][CH2:27][O:26]1)[C:22]#[CH:23].C([Li])CCC, predict the reaction product. The product is: [Cl:1][C:2]1[CH:3]=[C:4]([NH:10][C:11](=[O:20])[C:12]([OH:19])([CH:13]2[CH2:14][CH2:15][CH2:16][CH2:17][CH2:18]2)[CH:21]([O:24][CH:25]2[CH2:30][CH2:29][CH2:28][CH2:27][O:26]2)[C:22]#[CH:23])[CH:5]=[CH:6][C:7]=1[C:8]#[N:9]. (2) Given the reactants Br[C:2]1[CH:7]=[CH:6][C:5]([S:8]([CH2:11][CH2:12][CH2:13][O:14][CH3:15])(=[O:10])=[O:9])=[CH:4][CH:3]=1.[CH3:16][C@@H:17]1[CH2:21][CH2:20][CH2:19][N:18]1[CH2:22][CH2:23][C:24]1[CH:29]=[CH:28][C:27](B(O)O)=[CH:26][CH:25]=1, predict the reaction product. The product is: [CH3:15][O:14][CH2:13][CH2:12][CH2:11][S:8]([C:5]1[CH:6]=[CH:7][C:2]([C:27]2[CH:26]=[CH:25][C:24]([CH2:23][CH2:22][N:18]3[CH2:19][CH2:20][CH2:21][C@H:17]3[CH3:16])=[CH:29][CH:28]=2)=[CH:3][CH:4]=1)(=[O:10])=[O:9]. (3) Given the reactants C([O:8][C:9]1[CH:14]=[CH:13][C:12]([CH3:15])=[CH:11][C:10]=1[CH2:16][C@@H:17]([OH:19])[CH3:18])C1C=CC=CC=1, predict the reaction product. The product is: [OH:19][C@@H:17]([CH3:18])[CH2:16][C:10]1[CH:11]=[C:12]([CH3:15])[CH:13]=[CH:14][C:9]=1[OH:8]. (4) Given the reactants [Br:1][C:2]1[CH:10]=[CH:9][CH:8]=[C:7]2[C:3]=1[CH:4]=[CH:5][NH:6]2.[H-].[Na+].Cl[C:14]1[CH:19]=[CH:18][N:17]=[C:16]([S:20][CH3:21])C=1.C.C[N:24]1C(=O)CCC1, predict the reaction product. The product is: [Br:1][C:2]1[CH:10]=[CH:9][CH:8]=[C:7]2[C:3]=1[CH:4]=[CH:5][N:6]2[C:18]1[CH:19]=[CH:14][N:24]=[C:16]([S:20][CH3:21])[N:17]=1. (5) Given the reactants [F:1][C:2]1[CH:3]=[C:4]([CH:10]=[CH:11][C:12]=1[C:13]#[C:14][CH2:15][CH2:16][CH2:17][CH2:18][C:19]1[CH:24]=[CH:23][CH:22]=[CH:21][CH:20]=1)[C:5](OCC)=[O:6].[H-].[H-].[H-].[H-].[Li+].[Al+3], predict the reaction product. The product is: [F:1][C:2]1[CH:3]=[C:4]([CH2:5][OH:6])[CH:10]=[CH:11][C:12]=1[C:13]#[C:14][CH2:15][CH2:16][CH2:17][CH2:18][C:19]1[CH:24]=[CH:23][CH:22]=[CH:21][CH:20]=1. (6) Given the reactants Cl.[CH3:2][O:3][C:4](=[O:14])[C@H:5]([CH2:7][C:8]1[CH:13]=[CH:12][CH:11]=[CH:10][CH:9]=1)[NH2:6].CN1CCOCC1.[N:22]1[CH:27]=[CH:26][N:25]=[CH:24][C:23]=1[C:28](O)=[O:29].C1(N=C=NC2CCCCC2)CCCCC1.C1C=CC2N(O)N=NC=2C=1, predict the reaction product. The product is: [CH3:2][O:3][C:4](=[O:14])[C@H:5]([CH2:7][C:8]1[CH:13]=[CH:12][CH:11]=[CH:10][CH:9]=1)[NH:6][C:28]([C:23]1[CH:24]=[N:25][CH:26]=[CH:27][N:22]=1)=[O:29]. (7) Given the reactants O[C:2]1[CH:11]=[CH:10][C:9]2[C:4](=C[C:6]([OH:12])=[CH:7][CH:8]=2)[CH:3]=1.CS(O)(=O)=[O:15], predict the reaction product. The product is: [O:15]1[C:4]2[C:9](=[CH:10][CH:11]=[CH:2][CH:3]=2)[CH:8]=[CH:7][C:6]1=[O:12].